Dataset: Ames mutagenicity test results for genotoxicity prediction. Task: Regression/Classification. Given a drug SMILES string, predict its toxicity properties. Task type varies by dataset: regression for continuous values (e.g., LD50, hERG inhibition percentage) or binary classification for toxic/non-toxic outcomes (e.g., AMES mutagenicity, cardiotoxicity, hepatotoxicity). Dataset: ames. (1) The molecule is C=C[C@@H](OC(C)=O)c1ccc(OC)c2ccccc12. The result is 1 (mutagenic). (2) The drug is Cc1cccn2c1nc1ccc(NO)nc12. The result is 1 (mutagenic).